From a dataset of Catalyst prediction with 721,799 reactions and 888 catalyst types from USPTO. Predict which catalyst facilitates the given reaction. (1) Reactant: [CH2:1]([S:4][C@:5]1([C:29]2[CH:34]=[CH:33][C:32]([C:35]3[CH:40]=[CH:39][CH:38]=[CH:37][CH:36]=3)=[CH:31][CH:30]=2)[CH2:9][N:8]([C:10](=[O:24])[C@@H:11]([NH:16][C:17]([O:19][C:20]([CH3:23])([CH3:22])[CH3:21])=[O:18])[C:12]([CH3:15])([CH3:14])[CH3:13])[C@H:7]([C:25]([O:27]C)=[O:26])[CH2:6]1)[CH:2]=[CH2:3].O.[OH-].[Li+]. Product: [CH2:1]([S:4][C@:5]1([C:29]2[CH:30]=[CH:31][C:32]([C:35]3[CH:40]=[CH:39][CH:38]=[CH:37][CH:36]=3)=[CH:33][CH:34]=2)[CH2:9][N:8]([C:10](=[O:24])[C@@H:11]([NH:16][C:17]([O:19][C:20]([CH3:23])([CH3:22])[CH3:21])=[O:18])[C:12]([CH3:13])([CH3:14])[CH3:15])[C@H:7]([C:25]([OH:27])=[O:26])[CH2:6]1)[CH:2]=[CH2:3]. The catalyst class is: 87. (2) Reactant: Cl.[CH2:2]([C:4]1[CH:5]=[CH:6][C:7](OC)=[C:8]2[C:13]=1[CH:12]([C:14]1[CH:19]=[CH:18][CH:17]=[CH:16][CH:15]=1)[NH:11][CH2:10][CH2:9]2)[CH3:3].B(Br)(Br)Br.C(=O)([O-])O.[Na+].[C:31](O[C:31]([O:33][C:34]([CH3:37])([CH3:36])[CH3:35])=[O:32])([O:33][C:34]([CH3:37])([CH3:36])[CH3:35])=[O:32]. Product: [CH2:2]([C:4]1[CH:5]=[CH:6][CH:7]=[C:8]2[C:13]=1[CH:12]([C:14]1[CH:19]=[CH:18][CH:17]=[CH:16][CH:15]=1)[N:11]([C:31]([O:33][C:34]([CH3:37])([CH3:36])[CH3:35])=[O:32])[CH2:10][CH2:9]2)[CH3:3]. The catalyst class is: 2.